From a dataset of Reaction yield outcomes from USPTO patents with 853,638 reactions. Predict the reaction yield, written as a fraction of the theoretical maximum amount of product (1.0 means a 100% yield; for example, 0.34 means a 34% yield). The reactants are [CH2:1]([OH:10])[CH:2]=[CH:3][C:4]1[CH:9]=[CH:8][CH:7]=[CH:6][CH:5]=1.CC(C)[O-].[Al+3].CC(C)[O-].CC(C)[O-].[N+](C1C=CC=CC=1C=O)([O-])=O.Cl. The catalyst is C1C=CC=CC=1.C(OCC)(=O)C. The product is [CH:1](=[O:10])[CH:2]=[CH:3][C:4]1[CH:9]=[CH:8][CH:7]=[CH:6][CH:5]=1. The yield is 0.970.